Dataset: Full USPTO retrosynthesis dataset with 1.9M reactions from patents (1976-2016). Task: Predict the reactants needed to synthesize the given product. (1) The reactants are: [CH2:1]([N:8]1[CH:13]([CH:14]([F:16])[F:15])[CH2:12][O:11][C:10]([CH2:18][CH2:19][O:20][CH2:21][C:22]2[CH:27]=[CH:26][CH:25]=[CH:24][CH:23]=2)([CH3:17])[C:9]1=O)[C:2]1[CH:7]=[CH:6][CH:5]=[CH:4][CH:3]=1.CO. Given the product [CH2:1]([N:8]1[CH:13]([CH:14]([F:16])[F:15])[CH2:12][O:11][C:10]([CH2:18][CH2:19][O:20][CH2:21][C:22]2[CH:23]=[CH:24][CH:25]=[CH:26][CH:27]=2)([CH3:17])[CH2:9]1)[C:2]1[CH:3]=[CH:4][CH:5]=[CH:6][CH:7]=1, predict the reactants needed to synthesize it. (2) Given the product [Br:1][C:2]1[CH:10]=[C:9]2[C:5]([C:6]([CH3:13])([CH3:12])[C:7](=[O:11])[N:8]2[CH:14]2[CH2:16][CH2:15]2)=[CH:4][CH:3]=1, predict the reactants needed to synthesize it. The reactants are: [Br:1][C:2]1[CH:10]=[C:9]2[C:5]([C:6]([CH3:13])([CH3:12])[C:7](=[O:11])[NH:8]2)=[CH:4][CH:3]=1.[CH:14]1(B(O)O)[CH2:16][CH2:15]1.C[Si]([N-][Si](C)(C)C)(C)C.[Na+].C1COCC1.